Dataset: Catalyst prediction with 721,799 reactions and 888 catalyst types from USPTO. Task: Predict which catalyst facilitates the given reaction. (1) Reactant: C([O:4][CH2:5][C@@H:6]1[C@@H:13]2[C@@H:9]([O:10][C:11]([CH3:15])([CH3:14])[O:12]2)[C@H:8]([N:16]2[CH:24]=[N:23][C:22]3[C:17]2=[N:18][CH:19]=[N:20][C:21]=3[CH2:25][C:26]2[CH:31]=[CH:30][C:29]([F:32])=[CH:28][CH:27]=2)[O:7]1)(=O)C.N. Product: [F:32][C:29]1[CH:30]=[CH:31][C:26]([CH2:25][C:21]2[N:20]=[CH:19][N:18]=[C:17]3[C:22]=2[N:23]=[CH:24][N:16]3[C@H:8]2[C@@H:9]3[O:10][C:11]([CH3:15])([CH3:14])[O:12][C@@H:13]3[C@@H:6]([CH2:5][OH:4])[O:7]2)=[CH:27][CH:28]=1. The catalyst class is: 5. (2) Reactant: [F:1][CH2:2][CH2:3][CH2:4][O:5][C:6]1[CH:15]=[CH:14][C:9]([C:10](OC)=[O:11])=[CH:8][N:7]=1.[H-].[Al+3].[Li+].[H-].[H-].[H-]. Product: [F:1][CH2:2][CH2:3][CH2:4][O:5][C:6]1[N:7]=[CH:8][C:9]([CH2:10][OH:11])=[CH:14][CH:15]=1. The catalyst class is: 30.